From a dataset of hERG potassium channel inhibition data for cardiac toxicity prediction from Karim et al.. Regression/Classification. Given a drug SMILES string, predict its toxicity properties. Task type varies by dataset: regression for continuous values (e.g., LD50, hERG inhibition percentage) or binary classification for toxic/non-toxic outcomes (e.g., AMES mutagenicity, cardiotoxicity, hepatotoxicity). Dataset: herg_karim. The molecule is CC(C)(C)c1cc(NC(=O)n2ccc3cc(Oc4ncnc5c4CNC5)ccc32)no1. The result is 0 (non-blocker).